This data is from Reaction yield outcomes from USPTO patents with 853,638 reactions. The task is: Predict the reaction yield, written as a fraction of the theoretical maximum amount of product (1.0 means a 100% yield; for example, 0.34 means a 34% yield). (1) The reactants are [O:1]1[C:5]2[CH:6]=[CH:7][CH:8]=[CH:9][C:4]=2[CH:3]=[C:2]1[C:10]([NH:12][C:13]1[C:14]([C:25]([O:27]C)=[O:26])=[C:15]([C:18]2[CH:23]=[CH:22][C:21]([Cl:24])=[CH:20][CH:19]=2)[S:16][CH:17]=1)=[O:11].[OH-].[Li+]. The catalyst is O1CCCC1.CO.O.CN(C=O)C. The product is [O:1]1[C:5]2[CH:6]=[CH:7][CH:8]=[CH:9][C:4]=2[CH:3]=[C:2]1[C:10]([NH:12][C:13]1[C:14]([C:25]([OH:27])=[O:26])=[C:15]([C:18]2[CH:23]=[CH:22][C:21]([Cl:24])=[CH:20][CH:19]=2)[S:16][CH:17]=1)=[O:11]. The yield is 0.730. (2) The reactants are [F:1][C:2]1[CH:3]=[C:4]2[C:10]([C:11]3[N:16]=[C:15]([S:17][CH3:18])[C:14]([F:19])=[CH:13][N:12]=3)=[CH:9][N:8]([S:20]([C:23]3[CH:28]=[CH:27][C:26]([CH3:29])=[CH:25][CH:24]=3)(=[O:22])=[O:21])[C:5]2=[N:6][CH:7]=1.ClC1C=CC=C(C(OO)=[O:38])C=1.C([O-])([O-])=O.[K+].[K+]. The catalyst is ClCCl.ClC1C=CC=C(C(OO)=O)C=1. The product is [F:1][C:2]1[CH:3]=[C:4]2[C:10]([C:11]3[N:16]=[C:15]([S:17]([CH3:18])=[O:38])[C:14]([F:19])=[CH:13][N:12]=3)=[CH:9][N:8]([S:20]([C:23]3[CH:28]=[CH:27][C:26]([CH3:29])=[CH:25][CH:24]=3)(=[O:22])=[O:21])[C:5]2=[N:6][CH:7]=1. The yield is 0.960. (3) The reactants are [Br:1][C:2]1[CH:7]=[CH:6][C:5]([CH2:8][C:9]#N)=[C:4]([CH3:11])[CH:3]=1.[CH3:12]I.[H-].[Na+].O.C[N:18]([CH:20]=O)C. No catalyst specified. The product is [Br:1][C:2]1[CH:7]=[CH:6][C:5]([C:8]([CH3:12])([CH3:9])[C:20]#[N:18])=[C:4]([CH3:11])[CH:3]=1. The yield is 0.660. (4) The reactants are C(OC([N:8]1[CH2:13][CH2:12][N:11]([C:14]2[C:22]3[C:21]4[CH:23]=[CH:24][CH:25]=[CH:26][C:20]=4[S:19][C:18]=3[C:17]([C:27]3[CH:28]=[CH:29][CH:30]=[C:31]4[C:36]=3[O:35][C:34]([N:37]3[CH2:42][CH2:41][O:40][CH2:39][CH2:38]3)=[CH:33][C:32]4=[O:43])=[CH:16][CH:15]=2)[CH2:10][CH2:9]1)=O)(C)(C)C.FC(F)(F)C(O)=O. The catalyst is ClCCl. The product is [N:37]1([C:34]2[O:35][C:36]3[C:31]([C:32](=[O:43])[CH:33]=2)=[CH:30][CH:29]=[CH:28][C:27]=3[C:17]2[C:18]3[S:19][C:20]4[CH:26]=[CH:25][CH:24]=[CH:23][C:21]=4[C:22]=3[C:14]([N:11]3[CH2:12][CH2:13][NH:8][CH2:9][CH2:10]3)=[CH:15][CH:16]=2)[CH2:42][CH2:41][O:40][CH2:39][CH2:38]1. The yield is 0.100. (5) The reactants are [CH3:1][O:2][C:3]1[CH:8]=[CH:7][C:6]([F:9])=[CH:5][C:4]=1B(O)O.Br[C:14]1[CH:19]=[CH:18][CH:17]=[CH:16][C:15]=1[C:20]([F:23])([F:22])[F:21]. No catalyst specified. The product is [F:9][C:6]1[CH:7]=[CH:8][C:3]([O:2][CH3:1])=[C:4]([C:14]2[CH:19]=[CH:18][CH:17]=[CH:16][C:15]=2[C:20]([F:23])([F:22])[F:21])[CH:5]=1. The yield is 0.590. (6) The reactants are Br[C:2]1[CH:7]=[CH:6][C:5]([Br:8])=[CH:4][N:3]=1.[CH3:9][S-:10].[Na+].O.C(OCC)(=O)C. The catalyst is CN(C)C=O. The product is [Br:8][C:5]1[CH:6]=[CH:7][C:2]([S:10][CH3:9])=[N:3][CH:4]=1. The yield is 0.840. (7) The reactants are [NH:1]1[C:12](=[O:13])[C:11]2[N:9]([CH3:10])[CH:8]=[N:7][C:6]=2[N:4]([CH3:5])[C:2]1=[O:3].S(=O)(=O)(O)O.[F:19][C:20](I)([F:22])[F:21].OO. The catalyst is S([O-])([O-])(=O)=O.[Fe+2].CS(C)=O. The product is [F:19][C:20]([F:22])([F:21])[C:8]1[N:9]([CH3:10])[C:11]2[C:12](=[O:13])[NH:1][C:2](=[O:3])[N:4]([CH3:5])[C:6]=2[N:7]=1. The yield is 0.120.